Dataset: NCI-60 drug combinations with 297,098 pairs across 59 cell lines. Task: Regression. Given two drug SMILES strings and cell line genomic features, predict the synergy score measuring deviation from expected non-interaction effect. Drug 2: CC1CCCC2(C(O2)CC(NC(=O)CC(C(C(=O)C(C1O)C)(C)C)O)C(=CC3=CSC(=N3)C)C)C. Drug 1: CN(C(=O)NC(C=O)C(C(C(CO)O)O)O)N=O. Cell line: KM12. Synergy scores: CSS=37.9, Synergy_ZIP=7.30, Synergy_Bliss=-3.39, Synergy_Loewe=-38.4, Synergy_HSA=-14.9.